From a dataset of Full USPTO retrosynthesis dataset with 1.9M reactions from patents (1976-2016). Predict the reactants needed to synthesize the given product. (1) Given the product [CH3:1][O:2][C:3]1[C:4]([CH3:32])=[C:5]([C:23]([O:30][CH3:31])=[C:24]([O:28][CH3:29])[C:25]=1[O:26][CH3:27])[CH2:6][C:7]1[CH:8]=[CH:9][C:10]([C:17]2[CH:18]=[N:19][CH:20]=[CH:21][CH:22]=2)=[C:11]([CH:16]=1)[C:12]([OH:14])=[O:13], predict the reactants needed to synthesize it. The reactants are: [CH3:1][O:2][C:3]1[C:4]([CH3:32])=[C:5]([C:23]([O:30][CH3:31])=[C:24]([O:28][CH3:29])[C:25]=1[O:26][CH3:27])[CH2:6][C:7]1[CH:8]=[CH:9][C:10]([C:17]2[CH:18]=[N:19][CH:20]=[CH:21][CH:22]=2)=[C:11]([CH:16]=1)[C:12]([O:14]C)=[O:13]. (2) Given the product [F:1][C:2]1[CH:32]=[C:31]([F:33])[CH:30]=[CH:29][C:3]=1[CH2:4][N:5]1[C:14]2[C:9](=[CH:10][C:11]([C:17]3[CH:22]=[CH:21][C:20]([C:23]([F:26])([F:24])[F:25])=[C:19]([F:27])[CH:18]=3)=[C:12]([O:15][CH3:16])[CH:13]=2)[CH2:8][CH:7]([CH2:46][C:47]([O:49][C:50]([CH3:53])([CH3:52])[CH3:51])=[O:48])[C:6]1=[O:28], predict the reactants needed to synthesize it. The reactants are: [F:1][C:2]1[CH:32]=[C:31]([F:33])[CH:30]=[CH:29][C:3]=1[CH2:4][N:5]1[C:14]2[C:9](=[CH:10][C:11]([C:17]3[CH:22]=[CH:21][C:20]([C:23]([F:26])([F:25])[F:24])=[C:19]([F:27])[CH:18]=3)=[C:12]([O:15][CH3:16])[CH:13]=2)[CH2:8][CH2:7][C:6]1=[O:28].C([Li])CCC.CCCCCC.Br[CH2:46][C:47]([O:49][C:50]([CH3:53])([CH3:52])[CH3:51])=[O:48]. (3) Given the product [CH2:7]1[C:19]2[N:11]([C:12]3[C:17]([N:18]=2)=[CH:16][C:15]([CH2:20][OH:21])=[CH:14][CH:13]=3)[CH2:10][CH2:9][S:8]1, predict the reactants needed to synthesize it. The reactants are: [H-].[Al+3].[Li+].[H-].[H-].[H-].[CH2:7]1[C:19]2[N:11]([C:12]3[C:17]([N:18]=2)=[CH:16][C:15]([C:20](OCC)=[O:21])=[CH:14][CH:13]=3)[CH2:10][CH2:9][S:8]1.C(=O)(O)[O-].[Na+].C(OCC)(=O)C.